From a dataset of Full USPTO retrosynthesis dataset with 1.9M reactions from patents (1976-2016). Predict the reactants needed to synthesize the given product. Given the product [CH3:60][O:61][P:62]([CH2:2][C:3]1[CH:8]=[CH:7][C:6]([C:9]2[C:10]3[NH:14][C:13]([C:15]([C:51]4[C:56]([CH3:57])=[CH:55][C:54]([CH3:58])=[CH:53][C:52]=4[CH3:59])=[C:16]4[N:50]=[C:19]([C:20]([C:41]5[C:46]([CH3:47])=[CH:45][C:44]([CH3:48])=[CH:43][C:42]=5[CH3:49])=[C:21]5[NH:40][C:24](=[C:25]([C:31]6[C:36]([CH3:37])=[CH:35][C:34]([CH3:38])=[CH:33][C:32]=6[CH3:39])[C:26]6[CH:27]=[CH:28][C:29]=2[N:30]=6)[CH:23]=[CH:22]5)[CH:18]=[CH:17]4)=[CH:12][CH:11]=3)=[CH:5][CH:4]=1)([O:63][CH3:64])=[O:65], predict the reactants needed to synthesize it. The reactants are: Br[CH2:2][C:3]1[CH:8]=[CH:7][C:6]([C:9]2[C:10]3[NH:14][C:13]([C:15]([C:51]4[C:56]([CH3:57])=[CH:55][C:54]([CH3:58])=[CH:53][C:52]=4[CH3:59])=[C:16]4[N:50]=[C:19]([C:20]([C:41]5[C:46]([CH3:47])=[CH:45][C:44]([CH3:48])=[CH:43][C:42]=5[CH3:49])=[C:21]5[NH:40][C:24](=[C:25]([C:31]6[C:36]([CH3:37])=[CH:35][C:34]([CH3:38])=[CH:33][C:32]=6[CH3:39])[C:26]6[CH:27]=[CH:28][C:29]=2[N:30]=6)[CH:23]=[CH:22]5)[CH:18]=[CH:17]4)=[CH:12][CH:11]=3)=[CH:5][CH:4]=1.[CH3:60][O:61][P:62]([O:65]C)[O:63][CH3:64].